Dataset: Reaction yield outcomes from USPTO patents with 853,638 reactions. Task: Predict the reaction yield, written as a fraction of the theoretical maximum amount of product (1.0 means a 100% yield; for example, 0.34 means a 34% yield). (1) The reactants are [Br:1][C:2]1[CH:3]=[CH:4][C:5]([Cl:11])=[C:6]([CH:10]=1)[C:7]([NH2:9])=O. The catalyst is C1COCC1. The product is [Br:1][C:2]1[CH:3]=[CH:4][C:5]([Cl:11])=[C:6]([CH2:7][NH2:9])[CH:10]=1. The yield is 0.760. (2) The reactants are CC1(C)C2C(=C(P(C3C=CC=CC=3)C3C=CC=CC=3)C=CC=2)OC2C(P(C3C=CC=CC=3)C3C=CC=CC=3)=CC=CC1=2.Cl[C:44]1[CH:45]=[CH:46][C:47]2[CH2:48][N:49]([CH3:60])[CH2:50][CH:51]([CH2:55][C:56]([F:59])([F:58])[F:57])[O:52][C:53]=2[N:54]=1.[CH3:61][O:62][C:63]1[C:68]([C:69]2[CH:74]=[CH:73][N:72]=[C:71]([CH3:75])[CH:70]=2)=[CH:67][CH:66]=[C:65]([NH2:76])[N:64]=1.C(=O)([O-])[O-].[Cs+].[Cs+]. The catalyst is O1CCOCC1.CC([O-])=O.CC([O-])=O.[Pd+2]. The product is [CH3:61][O:62][C:63]1[C:68]([C:69]2[CH:74]=[CH:73][N:72]=[C:71]([CH3:75])[CH:70]=2)=[CH:67][CH:66]=[C:65]([NH:76][C:44]2[CH:45]=[CH:46][C:47]3[CH2:48][N:49]([CH3:60])[CH2:50][CH:51]([CH2:55][C:56]([F:59])([F:58])[F:57])[O:52][C:53]=3[N:54]=2)[N:64]=1. The yield is 0.410. (3) The reactants are [CH:1]1([O:7][C:8]2[CH:13]=[CH:12][C:11]([CH2:14][C:15](Cl)=[N:16][OH:17])=[CH:10][CH:9]=2)[CH2:6][CH2:5][CH2:4][CH2:3][CH2:2]1.[C:19]([C:21]1[C:22]([NH2:28])=[N:23][C:24]([NH2:27])=[CH:25][CH:26]=1)#[CH:20].C(N(CC)CC)C. The catalyst is O1CCCC1. The product is [CH:1]1([O:7][C:8]2[CH:13]=[CH:12][C:11]([CH2:14][C:15]3[CH:20]=[C:19]([C:21]4[C:22]([NH2:28])=[N:23][C:24]([NH2:27])=[CH:25][CH:26]=4)[O:17][N:16]=3)=[CH:10][CH:9]=2)[CH2:6][CH2:5][CH2:4][CH2:3][CH2:2]1. The yield is 0.410. (4) The reactants are [CH3:1][O:2][CH2:3][C:4]1[CH:9]=[CH:8][CH:7]=[C:6]([CH2:10][O:11][CH3:12])[CH:5]=1.C([O-])(=O)C.[Na+].[Br:18]Br.S([O-])([O-])=O.[Na+].[Na+]. The catalyst is C(O)(=O)C. The product is [CH3:12][O:11][CH2:10][C:6]1[CH:5]=[C:4]([CH2:3][O:2][CH3:1])[CH:9]=[CH:8][C:7]=1[Br:18]. The yield is 0.297. (5) The reactants are Br[CH2:2][CH2:3][CH2:4][CH2:5][CH2:6][C:7]([NH:9][C:10]1[C:11]([S:18][CH3:19])=[N:12][C:13]([S:16][CH3:17])=[CH:14][CH:15]=1)=[O:8].[SH:20][C:21]1[O:22][C:23]2[CH:29]=[CH:28][CH:27]=[CH:26][C:24]=2[N:25]=1.C1OCCOCCOCCOCCOCCOC1.C(=O)([O-])[O-].[K+].[K+]. The catalyst is O.CN(C=O)C. The product is [O:22]1[C:23]2[CH:29]=[CH:28][CH:27]=[CH:26][C:24]=2[N:25]=[C:21]1[S:20][CH2:2][CH2:3][CH2:4][CH2:5][CH2:6][C:7]([NH:9][C:10]1[C:11]([S:18][CH3:19])=[N:12][C:13]([S:16][CH3:17])=[CH:14][CH:15]=1)=[O:8]. The yield is 0.700. (6) The reactants are [Br:1][C:2]1[CH:3]=[C:4]([CH:6]=[CH:7][CH:8]=1)[NH2:5].Br[CH2:10][CH2:11][OH:12].C(N(CC)CC)C. The catalyst is C1(C)C=CC=CC=1. The product is [Br:1][C:2]1[CH:3]=[C:4]([NH:5][CH2:10][CH2:11][OH:12])[CH:6]=[CH:7][CH:8]=1. The yield is 0.600. (7) The reactants are [CH2:1]([C:18]([N+:31]([O-:33])=[O:32])([CH2:25][CH2:26][C:27]([O:29]C)=[O:28])[CH2:19][CH2:20][C:21]([O:23]C)=[O:22])[CH2:2][CH2:3][CH2:4][CH2:5][CH2:6][CH2:7][CH2:8][CH2:9][CH2:10][CH2:11][CH2:12][CH2:13][CH2:14][CH2:15][CH2:16][CH3:17].[Li+].[OH-].Cl. The catalyst is COCCOC. The product is [CH2:1]([C:18]([N+:31]([O-:33])=[O:32])([CH2:19][CH2:20][C:21]([OH:23])=[O:22])[CH2:25][CH2:26][C:27]([OH:29])=[O:28])[CH2:2][CH2:3][CH2:4][CH2:5][CH2:6][CH2:7][CH2:8][CH2:9][CH2:10][CH2:11][CH2:12][CH2:13][CH2:14][CH2:15][CH2:16][CH3:17]. The yield is 0.900. (8) The reactants are Br[C:2]1[S:6][C:5]([NH:7][C:8]([NH:10][C:11]2[CH:16]=[CH:15][C:14]([CH3:17])=[CH:13][C:12]=2[C:18]([CH:20]2[CH2:24][CH2:23][CH2:22][CH2:21]2)=[O:19])=[O:9])=[N:4][CH:3]=1.[SH:25][C:26]1[N:30]([CH2:31][C:32]([OH:34])=[O:33])[N:29]=[N:28][N:27]=1. No catalyst specified. The product is [CH:20]1([C:18]([C:12]2[CH:13]=[C:14]([CH3:17])[CH:15]=[CH:16][C:11]=2[NH:10][C:8](=[O:9])[NH:7][C:5]2[S:6][C:2]([S:25][C:26]3[N:30]([CH2:31][C:32]([OH:34])=[O:33])[N:29]=[N:28][N:27]=3)=[CH:3][N:4]=2)=[O:19])[CH2:24][CH2:23][CH2:22][CH2:21]1. The yield is 0.280. (9) The catalyst is C(Cl)Cl. The yield is 0.400. The product is [F:1][C:2]1[CH:3]=[C:4]([C:8](=[O:25])[CH2:9][O:10][C:11]2[CH:24]=[CH:23][C:14]([CH2:15][CH:16]3[S:20][C:19](=[O:21])[NH:18][C:17]3=[O:22])=[CH:13][CH:12]=2)[CH:5]=[CH:6][CH:7]=1. The reactants are [F:1][C:2]1[CH:3]=[C:4]([CH:8]([OH:25])[CH2:9][O:10][C:11]2[CH:24]=[CH:23][C:14]([CH2:15][CH:16]3[S:20][C:19](=[O:21])[NH:18][C:17]3=[O:22])=[CH:13][CH:12]=2)[CH:5]=[CH:6][CH:7]=1.CS(C)=O.O=P12OP3(OP(OP(O3)(O1)=O)(=O)O2)=O.C(N(CC)CC)C.